From a dataset of Forward reaction prediction with 1.9M reactions from USPTO patents (1976-2016). Predict the product of the given reaction. (1) Given the reactants [OH:1][C:2]1[CH:11]=[C:10]([CH3:12])[C:5]2[NH:6][C:7](=[O:9])[O:8][C:4]=2[CH:3]=1.C(=O)([O-])[O-].[K+].[K+].[Cl:19][C:20]1[CH:25]=[C:24](Cl)[N:23]=[CH:22][N:21]=1.O, predict the reaction product. The product is: [Cl:19][C:20]1[N:21]=[CH:22][N:23]=[C:24]([O:1][C:2]2[CH:11]=[C:10]([CH3:12])[C:5]3[NH:6][C:7](=[O:9])[O:8][C:4]=3[CH:3]=2)[CH:25]=1. (2) Given the reactants Br[C:2]1[CH:3]=[CH:4][C:5]2[C:11]3[S:12][C:13]([C:15]([N:17]([C:19]4[CH:24]=[C:23]([C:25](=[O:31])[N:26]([CH2:28][CH2:29][OH:30])[CH3:27])[CH:22]=[CH:21][C:20]=4[Cl:32])[CH3:18])=[O:16])=[CH:14][C:10]=3[CH2:9][CH2:8][O:7][C:6]=2[CH:33]=1.CC1(C)C2C(=C(P(C3C=CC=CC=3)C3C=CC=CC=3)C=CC=2)[O:55][C:37]2C(P(C3C=CC=CC=3)C3C=CC=CC=3)=CC=CC1=2.[CH3:76][S:77]([CH2:80][CH2:81][NH2:82])(=[O:79])=[O:78].Cl.C([O-])([O-])=O.[Na+].[Na+], predict the reaction product. The product is: [Cl:32][C:20]1[CH:21]=[CH:22][C:23]([C:25](=[O:31])[N:26]([CH2:28][CH2:29][OH:30])[CH3:27])=[CH:24][C:19]=1[N:17]([CH3:18])[C:15]([C:13]1[S:12][C:11]2[C:5]3[CH:4]=[CH:3][C:2]([C:37]([NH:82][CH2:81][CH2:80][S:77]([CH3:76])(=[O:79])=[O:78])=[O:55])=[CH:33][C:6]=3[O:7][CH2:8][CH2:9][C:10]=2[CH:14]=1)=[O:16]. (3) Given the reactants [CH3:1][O:2][C:3]([C:5]1[C:6]2[CH:7]=[CH:8][CH:9]=[N:10][C:11]=2[CH:12]=[CH:13][C:14]=1[NH2:15])=[O:4].[Br:16]N1C(=O)CCC1=O, predict the reaction product. The product is: [CH3:1][O:2][C:3]([C:5]1[C:6]2[CH:7]=[CH:8][CH:9]=[N:10][C:11]=2[CH:12]=[C:13]([Br:16])[C:14]=1[NH2:15])=[O:4]. (4) Given the reactants [CH3:1][O:2][C:3]1[CH:4]=[C:5]([NH:13][C:14]2[N:15]=[N:16][C:17]([CH:20]([NH:22][C:23]([C:25]3[CH:34]=[CH:33][C:28]([C:29]([O:31][CH3:32])=[O:30])=[CH:27][CH:26]=3)=O)[CH3:21])=[CH:18][N:19]=2)[CH:6]=[C:7]([O:11][CH3:12])[C:8]=1[O:9][CH3:10].N1C=NC=N1.P(Cl)(Cl)(Cl)=O, predict the reaction product. The product is: [CH3:21][C:20]1[N:22]=[C:23]([C:25]2[CH:34]=[CH:33][C:28]([C:29]([O:31][CH3:32])=[O:30])=[CH:27][CH:26]=2)[N:16]2[C:17]=1[CH:18]=[N:19][C:14]([NH:13][C:5]1[CH:4]=[C:3]([O:2][CH3:1])[C:8]([O:9][CH3:10])=[C:7]([O:11][CH3:12])[CH:6]=1)=[N:15]2.